Dataset: Forward reaction prediction with 1.9M reactions from USPTO patents (1976-2016). Task: Predict the product of the given reaction. Given the reactants [Mg].Br[C:3]1[CH:8]=[CH:7][CH:6]=[CH:5][C:4]=1[CH3:9].[P:10]([O-:17])(OCC)OCC, predict the reaction product. The product is: [C:4]1([CH3:9])[CH:5]=[CH:6][CH:7]=[CH:8][C:3]=1[PH:10](=[O:17])[C:3]1[CH:8]=[CH:7][CH:6]=[CH:5][C:4]=1[CH3:9].